Dataset: NCI-60 drug combinations with 297,098 pairs across 59 cell lines. Task: Regression. Given two drug SMILES strings and cell line genomic features, predict the synergy score measuring deviation from expected non-interaction effect. (1) Drug 1: CC1=C(C=C(C=C1)C(=O)NC2=CC(=CC(=C2)C(F)(F)F)N3C=C(N=C3)C)NC4=NC=CC(=N4)C5=CN=CC=C5. Drug 2: C(CN)CNCCSP(=O)(O)O. Cell line: TK-10. Synergy scores: CSS=0.135, Synergy_ZIP=3.16, Synergy_Bliss=7.64, Synergy_Loewe=-22.8, Synergy_HSA=-2.73. (2) Drug 1: CCC1(CC2CC(C3=C(CCN(C2)C1)C4=CC=CC=C4N3)(C5=C(C=C6C(=C5)C78CCN9C7C(C=CC9)(C(C(C8N6C=O)(C(=O)OC)O)OC(=O)C)CC)OC)C(=O)OC)O.OS(=O)(=O)O. Drug 2: COC1=NC(=NC2=C1N=CN2C3C(C(C(O3)CO)O)O)N. Cell line: M14. Synergy scores: CSS=-1.07, Synergy_ZIP=3.31, Synergy_Bliss=6.73, Synergy_Loewe=1.54, Synergy_HSA=1.56. (3) Drug 1: COC1=CC(=CC(=C1O)OC)C2C3C(COC3=O)C(C4=CC5=C(C=C24)OCO5)OC6C(C(C7C(O6)COC(O7)C8=CC=CS8)O)O. Drug 2: CC1C(C(CC(O1)OC2CC(CC3=C2C(=C4C(=C3O)C(=O)C5=C(C4=O)C(=CC=C5)OC)O)(C(=O)C)O)N)O.Cl. Cell line: NCI/ADR-RES. Synergy scores: CSS=4.51, Synergy_ZIP=1.69, Synergy_Bliss=4.76, Synergy_Loewe=3.33, Synergy_HSA=3.23. (4) Drug 1: CCC1=CC2CC(C3=C(CN(C2)C1)C4=CC=CC=C4N3)(C5=C(C=C6C(=C5)C78CCN9C7C(C=CC9)(C(C(C8N6C)(C(=O)OC)O)OC(=O)C)CC)OC)C(=O)OC.C(C(C(=O)O)O)(C(=O)O)O. Drug 2: C1=C(C(=O)NC(=O)N1)F. Cell line: PC-3. Synergy scores: CSS=43.2, Synergy_ZIP=-2.82, Synergy_Bliss=-5.22, Synergy_Loewe=-2.75, Synergy_HSA=-0.237. (5) Drug 1: C1=NC2=C(N1)C(=S)N=CN2. Drug 2: CC1=C(C(=O)C2=C(C1=O)N3CC4C(C3(C2COC(=O)N)OC)N4)N. Cell line: A549. Synergy scores: CSS=40.2, Synergy_ZIP=-4.51, Synergy_Bliss=-4.26, Synergy_Loewe=-12.8, Synergy_HSA=-0.397. (6) Drug 2: C1C(C(OC1N2C=NC(=NC2=O)N)CO)O. Cell line: SK-MEL-2. Drug 1: C#CCC(CC1=CN=C2C(=N1)C(=NC(=N2)N)N)C3=CC=C(C=C3)C(=O)NC(CCC(=O)O)C(=O)O. Synergy scores: CSS=22.0, Synergy_ZIP=-3.08, Synergy_Bliss=-6.57, Synergy_Loewe=2.76, Synergy_HSA=0.857. (7) Drug 1: C1=CC=C(C(=C1)C(C2=CC=C(C=C2)Cl)C(Cl)Cl)Cl. Drug 2: CCC1(C2=C(COC1=O)C(=O)N3CC4=CC5=C(C=CC(=C5CN(C)C)O)N=C4C3=C2)O.Cl. Cell line: RXF 393. Synergy scores: CSS=13.6, Synergy_ZIP=-1.58, Synergy_Bliss=-0.730, Synergy_Loewe=-65.5, Synergy_HSA=-3.89. (8) Drug 1: C1=CN(C(=O)N=C1N)C2C(C(C(O2)CO)O)O.Cl. Drug 2: CC(C)(C#N)C1=CC(=CC(=C1)CN2C=NC=N2)C(C)(C)C#N. Cell line: BT-549. Synergy scores: CSS=23.8, Synergy_ZIP=-7.02, Synergy_Bliss=2.31, Synergy_Loewe=1.25, Synergy_HSA=2.81. (9) Drug 1: C1C(C(OC1N2C=C(C(=O)NC2=O)F)CO)O. Drug 2: C(=O)(N)NO. Cell line: U251. Synergy scores: CSS=16.3, Synergy_ZIP=-5.32, Synergy_Bliss=3.82, Synergy_Loewe=-16.6, Synergy_HSA=1.76. (10) Drug 1: CC1=C(C(CCC1)(C)C)C=CC(=CC=CC(=CC(=O)O)C)C. Drug 2: CC12CCC3C(C1CCC2OP(=O)(O)O)CCC4=C3C=CC(=C4)OC(=O)N(CCCl)CCCl.[Na+]. Cell line: MOLT-4. Synergy scores: CSS=8.69, Synergy_ZIP=-5.85, Synergy_Bliss=-9.24, Synergy_Loewe=-4.49, Synergy_HSA=-4.35.